From a dataset of NCI-60 drug combinations with 297,098 pairs across 59 cell lines. Regression. Given two drug SMILES strings and cell line genomic features, predict the synergy score measuring deviation from expected non-interaction effect. Drug 1: C1CCC(CC1)NC(=O)N(CCCl)N=O. Drug 2: C1=CC(=CC=C1CC(C(=O)O)N)N(CCCl)CCCl.Cl. Cell line: MDA-MB-435. Synergy scores: CSS=10.00, Synergy_ZIP=1.72, Synergy_Bliss=9.51, Synergy_Loewe=2.24, Synergy_HSA=3.04.